From a dataset of Catalyst prediction with 721,799 reactions and 888 catalyst types from USPTO. Predict which catalyst facilitates the given reaction. Reactant: [CH3:1][O:2]C(OC)OC.[CH3:8][C:9]1[NH:13][C:12]([C:14]([O:16][CH2:17][CH3:18])=[O:15])=[CH:11][CH:10]=1. Product: [CH:1]([C:10]1[CH:11]=[C:12]([C:14]([O:16][CH2:17][CH3:18])=[O:15])[NH:13][C:9]=1[CH3:8])=[O:2]. The catalyst class is: 67.